Dataset: Catalyst prediction with 721,799 reactions and 888 catalyst types from USPTO. Task: Predict which catalyst facilitates the given reaction. (1) Reactant: [C:1]([NH:9][NH:10][C:11](=[O:19])[C:12]1[CH:17]=[CH:16][C:15]([Br:18])=[CH:14][CH:13]=1)(=O)[C:2]1[CH:7]=[CH:6][CH:5]=[CH:4][CH:3]=1. Product: [Br:18][C:15]1[CH:14]=[CH:13][C:12]([C:11]2[O:19][C:1]([C:2]3[CH:3]=[CH:4][CH:5]=[CH:6][CH:7]=3)=[N:9][N:10]=2)=[CH:17][CH:16]=1. The catalyst class is: 265. (2) Reactant: [SH:1][CH2:2][CH2:3][OH:4].C[O-].[Na+].Cl[C:9]1[N:16]=[CH:15][CH:14]=[C:13]([C:17]2[CH:26]=[CH:25][C:24]3[C:19](=[CH:20][CH:21]=[C:22]([N:27]([CH3:29])[CH3:28])[CH:23]=3)[CH:18]=2)[C:10]=1[C:11]#[N:12]. Product: [CH3:28][N:27]([CH3:29])[C:22]1[CH:23]=[C:24]2[C:19](=[CH:20][CH:21]=1)[CH:18]=[C:17]([C:13]1[C:10]([C:11]#[N:12])=[C:9]([S:1][CH2:2][CH2:3][OH:4])[N:16]=[CH:15][CH:14]=1)[CH:26]=[CH:25]2. The catalyst class is: 5. (3) Product: [CH3:1][C:2]1[CH:7]=[CH:6][CH:5]=[CH:4][C:3]=1[NH:8][C:9]1[O:10][C:11]2[CH:17]=[C:16]([CH2:18][C:19]([OH:21])=[O:20])[CH:15]=[CH:14][C:12]=2[N:13]=1. The catalyst class is: 24. Reactant: [CH3:1][C:2]1[CH:7]=[CH:6][CH:5]=[CH:4][C:3]=1[NH:8][C:9]1[O:10][C:11]2[CH:17]=[C:16]([CH2:18][C:19]([O:21]C)=[O:20])[CH:15]=[CH:14][C:12]=2[N:13]=1.[OH-].[K+]. (4) Reactant: Cl[C:2]1[CH:7]=[C:6]([O:8][CH2:9][C:10]#[CH:11])[N:5]=[CH:4][N:3]=1.C(=O)([O-])[O-].[K+].[K+].[CH3:18][C:19]1[CH:24]=[CH:23][C:22]([OH:25])=[CH:21][CH:20]=1.[Cl-].[NH4+]. Product: [CH3:18][C:19]1[CH:24]=[CH:23][C:22]([O:25][C:2]2[CH:7]=[C:6]([O:8][CH2:9][C:10]#[CH:11])[N:5]=[CH:4][N:3]=2)=[CH:21][CH:20]=1. The catalyst class is: 9. (5) Reactant: [C:1]1([CH2:7][S:8]([NH2:11])(=[O:10])=[O:9])[CH:6]=[CH:5][CH:4]=[CH:3][CH:2]=1.O1COCO[CH2:13]1. Product: [CH2:7]1[S:8](=[O:9])(=[O:10])[NH:11][CH2:13][C:6]2[CH:5]=[CH:4][CH:3]=[CH:2][C:1]1=2. The catalyst class is: 68. (6) Reactant: [Br:1][C:2]1[C:7]([CH3:8])=[CH:6][C:5]([NH:9]C(=O)C)=[C:4]([C:13]2[N:17]([CH:18]3[CH2:23][CH2:22][O:21][CH2:20][CH2:19]3)[N:16]=[CH:15][CH:14]=2)[CH:3]=1.Cl.C(=O)([O-])O.[Na+].[OH-].[Na+]. Product: [Br:1][C:2]1[C:7]([CH3:8])=[CH:6][C:5]([NH2:9])=[C:4]([C:13]2[N:17]([CH:18]3[CH2:23][CH2:22][O:21][CH2:20][CH2:19]3)[N:16]=[CH:15][CH:14]=2)[CH:3]=1. The catalyst class is: 13. (7) Reactant: [CH3:1][NH:2][CH2:3][CH2:4][CH2:5][O:6][CH2:7][CH2:8][O:9][CH2:10][CH2:11][O:12][CH2:13][CH2:14][CH2:15][NH:16][CH3:17].[C:18](O[C:18]([O:20][C:21]([CH3:24])([CH3:23])[CH3:22])=[O:19])([O:20][C:21]([CH3:24])([CH3:23])[CH3:22])=[O:19]. Product: [CH3:17][N:16]([C:18]([O:20][C:21]([CH3:24])([CH3:23])[CH3:22])=[O:19])[CH2:15][CH2:14][CH2:13][O:12][CH2:11][CH2:10][O:9][CH2:8][CH2:7][O:6][CH2:5][CH2:4][CH2:3][NH:2][CH3:1]. The catalyst class is: 12.